This data is from Full USPTO retrosynthesis dataset with 1.9M reactions from patents (1976-2016). The task is: Predict the reactants needed to synthesize the given product. Given the product [CH3:13][C:11]1[CH:12]=[C:7](/[CH:6]=[C:5](\[O:30][CH2:31][CH3:32])/[C:4]([OH:33])=[O:3])[CH:8]=[C:9]([CH3:29])[C:10]=1[O:14][CH2:15][CH2:16][C:17]1[N:18]=[C:19]([C:23]2[CH:24]=[CH:25][CH:26]=[CH:27][CH:28]=2)[O:20][C:21]=1[CH3:22], predict the reactants needed to synthesize it. The reactants are: C([O:3][C:4](=[O:33])/[C:5](/[O:30][CH2:31][CH3:32])=[CH:6]/[C:7]1[CH:12]=[C:11]([CH3:13])[C:10]([O:14][CH2:15][CH2:16][C:17]2[N:18]=[C:19]([C:23]3[CH:28]=[CH:27][CH:26]=[CH:25][CH:24]=3)[O:20][C:21]=2[CH3:22])=[C:9]([CH3:29])[CH:8]=1)C.CC1C=C(C=C(C)C=1OCCC1N=C(C2C=CC=CC=2)OC=1C)C=O.[Cl-].C(OC([P+](C1C=CC=CC=1)(C1C=CC=CC=1)C1C=CC=CC=1)C(OCC)=O)C.